This data is from Reaction yield outcomes from USPTO patents with 853,638 reactions. The task is: Predict the reaction yield, written as a fraction of the theoretical maximum amount of product (1.0 means a 100% yield; for example, 0.34 means a 34% yield). (1) The reactants are Br[C:2]1[CH:13]=[N:12][C:5]2[NH:6][C:7](=[O:11])[CH2:8][CH2:9][CH2:10][C:4]=2[CH:3]=1.CC1NC2C(C=1[CH2:24][N:25](C)[C:26](=[O:29])[CH:27]=[CH2:28])=CC=CC=2.C1(C)C=CC=CC=1P(C1C=CC=CC=1C)C1C=CC=CC=1C.C(N(C(C)C)CC)(C)C. The catalyst is C(#N)CC.CC([O-])=O.CC([O-])=O.[Pd+2]. The product is [CH3:24][NH:25][C:26](=[O:29])/[CH:27]=[CH:28]/[C:2]1[CH:13]=[N:12][C:5]2[NH:6][C:7](=[O:11])[CH2:8][CH2:9][CH2:10][C:4]=2[CH:3]=1. The yield is 0.350. (2) The reactants are [CH3:1][C:2]1[O:6][N:5]=[C:4]([C:7]2[CH:12]=[CH:11][CH:10]=[CH:9][CH:8]=2)[C:3]=1[CH2:13][O:14][C:15]1[CH:23]=[CH:22][C:18]([C:19]([OH:21])=O)=[CH:17][N:16]=1.Cl.[O:25]1[CH2:30][CH2:29][CH2:28][CH:27]([CH2:31][NH2:32])[CH2:26]1. No catalyst specified. The product is [CH3:1][C:2]1[O:6][N:5]=[C:4]([C:7]2[CH:8]=[CH:9][CH:10]=[CH:11][CH:12]=2)[C:3]=1[CH2:13][O:14][C:15]1[CH:23]=[CH:22][C:18]([C:19]([NH:32][CH2:31][CH:27]2[CH2:28][CH2:29][CH2:30][O:25][CH2:26]2)=[O:21])=[CH:17][N:16]=1. The yield is 0.250. (3) The reactants are [CH2:1]([N:8]1[CH2:12][CH:11]([C:13]2[CH:18]=[CH:17][CH:16]=[CH:15][C:14]=2[CH3:19])[CH:10]([NH2:20])[CH2:9]1)[C:2]1[CH:7]=[CH:6][CH:5]=[CH:4][CH:3]=1.[C:21]([O-])([O-])=O.[K+].[K+].ClC(OCC)=O.B. The catalyst is C1COCC1.O. The product is [CH2:1]([N:8]1[CH2:12][C@@H:11]([C:13]2[CH:18]=[CH:17][CH:16]=[CH:15][C:14]=2[CH3:19])[C@H:10]([NH:20][CH3:21])[CH2:9]1)[C:2]1[CH:3]=[CH:4][CH:5]=[CH:6][CH:7]=1. The yield is 0.350. (4) The reactants are [F:1][C:2]([F:39])([F:38])[C:3]1[CH:4]=[C:5]([CH:31]=[C:32]([C:34]([F:37])([F:36])[F:35])[CH:33]=1)[CH2:6][N:7]([CH2:10][C:11]1[C:12]([N:22]([CH2:27][CH:28]2[CH2:30][CH2:29]2)[CH2:23][CH:24]2[CH2:26][CH2:25]2)=[N:13][C:14]2[C:19]([CH:20]=1)=[CH:18][CH:17]=[CH:16][C:15]=2[CH3:21])[C:8]#[N:9].[N-:40]=[N+:41]=[N-:42].[Na+].[Cl-].[NH4+]. The catalyst is CN(C=O)C. The product is [F:39][C:2]([F:38])([F:1])[C:3]1[CH:4]=[C:5]([CH:31]=[C:32]([C:34]([F:37])([F:36])[F:35])[CH:33]=1)[CH2:6][N:7]([CH2:10][C:11]1[C:12]([N:22]([CH2:23][CH:24]2[CH2:25][CH2:26]2)[CH2:27][CH:28]2[CH2:30][CH2:29]2)=[N:13][C:14]2[C:19]([CH:20]=1)=[CH:18][CH:17]=[CH:16][C:15]=2[CH3:21])[C:8]1[N:40]=[N:41][NH:42][N:9]=1. The yield is 0.990. (5) The reactants are [Cl:1][C:2]1[N:7]=[C:6]([NH:8][C:9]2[CH:10]=[C:11]([CH2:15][CH2:16][C:17]3[CH:22]=[C:21]([NH:23]C(=O)OC(C)(C)C)[CH:20]=[CH:19][N:18]=3)[CH:12]=[CH:13][CH:14]=2)[C:5]([Cl:31])=[CH:4][N:3]=1.[ClH:32]. The catalyst is O1CCOCC1. The product is [ClH:1].[ClH:32].[NH2:23][C:21]1[CH:20]=[CH:19][N:18]=[C:17]([CH2:16][CH2:15][C:11]2[CH:10]=[C:9]([NH:8][C:6]3[C:5]([Cl:31])=[CH:4][N:3]=[C:2]([Cl:1])[N:7]=3)[CH:14]=[CH:13][CH:12]=2)[CH:22]=1. The yield is 0.950.